Dataset: Reaction yield outcomes from USPTO patents with 853,638 reactions. Task: Predict the reaction yield, written as a fraction of the theoretical maximum amount of product (1.0 means a 100% yield; for example, 0.34 means a 34% yield). (1) The reactants are C[O:2][C:3](=O)[CH2:4][O:5][C:6]1[C:11]([N+:12]([O-])=O)=[CH:10][C:9]([C:15]([F:18])([F:17])[F:16])=[CH:8][N:7]=1.[Sn](Cl)(Cl)(Cl)Cl.O. The catalyst is Cl. The product is [F:16][C:15]([F:18])([F:17])[C:9]1[CH:8]=[N:7][C:6]2[O:5][CH2:4][C:3](=[O:2])[NH:12][C:11]=2[CH:10]=1. The yield is 0.620. (2) The reactants are [CH2:1]([O:8][C:9]1[CH:14]=[C:13]([F:15])[CH:12]=[CH:11][C:10]=1[C:16]1[CH:25]=[CH:24][C:23]2[C:18](=[CH:19][CH:20]=[C:21]([O:26][CH3:27])[CH:22]=2)[C:17]=1[C:28]([C:30]1[CH:35]=[CH:34][C:33]([O:36][CH2:37][CH2:38][N:39]2[CH2:44][CH2:43][CH2:42][CH2:41][CH2:40]2)=[CH:32][CH:31]=1)=[O:29])[C:2]1[CH:7]=[CH:6][CH:5]=[CH:4][CH:3]=1.[H-].[Al+3].[Li+].[H-].[H-].[H-].O.[OH-].[Na+]. The yield is 0.990. The catalyst is C1COCC1. The product is [CH2:1]([O:8][C:9]1[CH:14]=[C:13]([F:15])[CH:12]=[CH:11][C:10]=1[C:16]1[CH:25]=[CH:24][C:23]2[C:18](=[CH:19][CH:20]=[C:21]([O:26][CH3:27])[CH:22]=2)[C:17]=1[CH:28]([C:30]1[CH:31]=[CH:32][C:33]([O:36][CH2:37][CH2:38][N:39]2[CH2:44][CH2:43][CH2:42][CH2:41][CH2:40]2)=[CH:34][CH:35]=1)[OH:29])[C:2]1[CH:3]=[CH:4][CH:5]=[CH:6][CH:7]=1. (3) The reactants are [NH2:1][NH2:2].[CH3:3][O:4][C:5]1[N:10]=[CH:9][C:8]([C:11]([C:13]2[CH:21]=[CH:20][CH:19]=[CH:18][C:14]=2[C:15](O)=[O:16])=O)=[CH:7][CH:6]=1. The catalyst is C(O)C. The product is [CH3:3][O:4][C:5]1[N:10]=[CH:9][C:8]([C:11]2[C:13]3[C:14](=[CH:18][CH:19]=[CH:20][CH:21]=3)[C:15](=[O:16])[NH:2][N:1]=2)=[CH:7][CH:6]=1. The yield is 0.770. (4) The reactants are [CH:1]([C:4]1[N:5]=[C:6]([C:9]2[CH:18]=[C:17]([O:19][CH2:20][CH2:21][C@@H:22]3[NH:36][C:35](=[O:37])[N:34]([CH3:38])[CH2:33][CH2:32][CH2:31][CH2:30][CH:29]=[CH:28][C@H:27]4[C@@:25]([C:39](O)=[O:40])([CH2:26]4)[NH:24][C:23]3=[O:42])[C:16]3[C:11](=[C:12]([Cl:45])[C:13]([O:43][CH3:44])=[CH:14][CH:15]=3)[N:10]=2)[S:7][CH:8]=1)([CH3:3])[CH3:2].[CH2:46]([C:48]1([S:51]([NH-:54])(=[O:53])=[O:52])[CH2:50][CH2:49]1)[CH3:47]. No catalyst specified. The product is [CH:1]([C:4]1[N:5]=[C:6]([C:9]2[CH:18]=[C:17]([O:19][CH2:20][CH2:21][C@@H:22]3[NH:36][C:35](=[O:37])[N:34]([CH3:38])[CH2:33][CH2:32][CH2:31][CH2:30][CH:29]=[CH:28][C@H:27]4[C@@:25]([C:39]([NH:54][S:51]([C:48]5([CH2:46][CH3:47])[CH2:50][CH2:49]5)(=[O:53])=[O:52])=[O:40])([CH2:26]4)[NH:24][C:23]3=[O:42])[C:16]3[C:11](=[C:12]([Cl:45])[C:13]([O:43][CH3:44])=[CH:14][CH:15]=3)[N:10]=2)[S:7][CH:8]=1)([CH3:3])[CH3:2]. The yield is 0.190. (5) The reactants are CS(O)(=O)=O.[NH2:6][CH2:7][C:8]1[CH:9]=[C:10]2[C:14](=[CH:15][CH:16]=1)[C:13](=[O:17])[N:12]([CH:18]1[CH2:23][CH2:22][C:21](=[O:24])[NH:20][C:19]1=[O:25])[CH2:11]2.C1N=CN([C:31]([N:33]2C=N[CH:35]=[CH:34]2)=[O:32])C=1.[Cl:38][C:39]1[CH:40]=[C:41](C(N)C)[CH:42]=[CH:43][C:44]=1[Cl:45].O. The catalyst is CN(C)C=O. The product is [Cl:38][C:39]1[CH:40]=[C:41]([CH:34]([NH:33][C:31]([NH:6][CH2:7][C:8]2[CH:9]=[C:10]3[C:14](=[CH:15][CH:16]=2)[C:13](=[O:17])[N:12]([CH:18]2[CH2:23][CH2:22][C:21](=[O:24])[NH:20][C:19]2=[O:25])[CH2:11]3)=[O:32])[CH3:35])[CH:42]=[CH:43][C:44]=1[Cl:45]. The yield is 0.170. (6) The reactants are [O:1]=[C:2]([NH:14][C:15]1[CH:16]=[CH:17][CH:18]=[C:19]2[C:24]=1[N:23]=[CH:22][CH:21]=[CH:20]2)[CH2:3][CH2:4][CH2:5][CH2:6][CH2:7][CH2:8][C:9]([O:11]CC)=[O:10].O.[OH-].[Li+].Cl. The catalyst is C1COCC1.O. The product is [O:1]=[C:2]([NH:14][C:15]1[CH:16]=[CH:17][CH:18]=[C:19]2[C:24]=1[N:23]=[CH:22][CH:21]=[CH:20]2)[CH2:3][CH2:4][CH2:5][CH2:6][CH2:7][CH2:8][C:9]([OH:11])=[O:10]. The yield is 0.460. (7) The reactants are [N:1]1[C:10]2[C:5](=[CH:6][C:7]([CH2:11][N:12]3[C:16]4=[N:17][C:18]([C:21]5[CH:29]=[CH:28][C:24]([C:25](O)=[O:26])=[CH:23][CH:22]=5)=[CH:19][CH:20]=[C:15]4[N:14]=[N:13]3)=[CH:8][CH:9]=2)[CH:4]=[CH:3][CH:2]=1.C1C=CC2N(O)N=NC=2C=1.CCN=C=NCCCN(C)C.Cl.C(N(CC)CC)C.[N:59]1([CH2:65][CH2:66][OH:67])[CH2:64][CH2:63][NH:62][CH2:61][CH2:60]1. The catalyst is CN(C=O)C.O. The product is [OH:67][CH2:66][CH2:65][N:59]1[CH2:64][CH2:63][N:62]([C:25]([C:24]2[CH:23]=[CH:22][C:21]([C:18]3[N:17]=[C:16]4[N:12]([CH2:11][C:7]5[CH:6]=[C:5]6[C:10](=[CH:9][CH:8]=5)[N:1]=[CH:2][CH:3]=[CH:4]6)[N:13]=[N:14][C:15]4=[CH:20][CH:19]=3)=[CH:29][CH:28]=2)=[O:26])[CH2:61][CH2:60]1. The yield is 0.130.